From a dataset of TCR-epitope binding with 47,182 pairs between 192 epitopes and 23,139 TCRs. Binary Classification. Given a T-cell receptor sequence (or CDR3 region) and an epitope sequence, predict whether binding occurs between them. The epitope is HTTDPSFLGRY. The TCR CDR3 sequence is CASSQGYSNQPQHF. Result: 1 (the TCR binds to the epitope).